From a dataset of Reaction yield outcomes from USPTO patents with 853,638 reactions. Predict the reaction yield, written as a fraction of the theoretical maximum amount of product (1.0 means a 100% yield; for example, 0.34 means a 34% yield). (1) The reactants are C([O:8][N:9]1[C:15](=[O:16])[N:14]2[CH2:17][C@@H:10]1[CH2:11][CH2:12][C@@H:13]2[C:18]([NH:20][NH:21][C:22](=[O:26])[CH2:23][CH2:24][CH3:25])=[O:19])C1C=CC=CC=1.[H][H]. The catalyst is CO.[Pd]. The product is [C:22]([NH:21][NH:20][C:18]([C@H:13]1[CH2:12][CH2:11][C@H:10]2[CH2:17][N:14]1[C:15](=[O:16])[N:9]2[OH:8])=[O:19])(=[O:26])[CH2:23][CH2:24][CH3:25]. The yield is 0.900. (2) The reactants are [Cl:1][C:2]1[C:3]([O:13][CH2:14][CH2:15][CH2:16][CH:17]=O)=[N:4][C:5]2[NH:6][C:7](=[O:12])[CH2:8][CH2:9][C:10]=2[CH:11]=1.Cl.[C:20]1([N:30]2[CH2:35][CH2:34][NH:33][CH2:32][CH2:31]2)[C:29]2[C:24](=[CH:25][CH:26]=[CH:27][CH:28]=2)[CH:23]=[CH:22][CH:21]=1.CCN(CC)CC.[BH-](OC(C)=O)(OC(C)=O)OC(C)=O.[Na+]. The catalyst is ClCCCl. The product is [Cl:1][C:2]1[CH:11]=[C:10]2[C:5](=[N:4][C:3]=1[O:13][CH2:14][CH2:15][CH2:16][CH2:17][N:33]1[CH2:32][CH2:31][N:30]([C:20]3[C:29]4[C:24](=[CH:25][CH:26]=[CH:27][CH:28]=4)[CH:23]=[CH:22][CH:21]=3)[CH2:35][CH2:34]1)[NH:6][C:7](=[O:12])[CH2:8][CH2:9]2. The yield is 0.470. (3) The reactants are [NH2:1][C:2]1[CH:9]=[CH:8][CH:7]=[C:6](Br)[C:3]=1[C:4]#[N:5].[CH:11]1(B(O)O)[CH2:13][CH2:12]1.[O-]P([O-])([O-])=O.[K+].[K+].[K+].C1(P(C2CCCCC2)C2CCCCC2)CCCCC1. The catalyst is C([O-])(=O)C.[Pd+2].C([O-])(=O)C.O.C1(C)C=CC=CC=1. The product is [NH2:1][C:2]1[CH:9]=[CH:8][CH:7]=[C:6]([CH:11]2[CH2:13][CH2:12]2)[C:3]=1[C:4]#[N:5]. The yield is 0.627. (4) The reactants are Br[C:2]1[CH:3]=[C:4]([N:8]2[C:16]3[C:11](=[CH:12][CH:13]=[CH:14][CH:15]=3)[C:10]([C:17]([O:19][CH3:20])=[O:18])=[N:9]2)[CH:5]=[CH:6][CH:7]=1.[N:21]1[CH:26]=[CH:25][CH:24]=[N:23][C:22]=1[C@:27]([OH:31])([C:29]#[CH:30])[CH3:28]. No catalyst specified. The product is [OH:31][C@:27]([C:22]1[N:21]=[CH:26][CH:25]=[CH:24][N:23]=1)([CH3:28])[C:29]#[C:30][C:2]1[CH:3]=[C:4]([N:8]2[C:16]3[C:11](=[CH:12][CH:13]=[CH:14][CH:15]=3)[C:10]([C:17]([O:19][CH3:20])=[O:18])=[N:9]2)[CH:5]=[CH:6][CH:7]=1. The yield is 0.310. (5) The reactants are [H-].[Na+].[F:3][C:4]1[CH:5]=[C:6]([S:11]([N:14]2[CH2:18][CH2:17][CH2:16][CH:15]2[C:19]([NH:21][C:22]2[CH:27]=[CH:26][CH:25]=[CH:24][CH:23]=2)=[O:20])(=[O:13])=[O:12])[CH:7]=[CH:8][C:9]=1[CH3:10].Cl[CH2:29][N:30]1[C:34]2[CH:35]=[CH:36][CH:37]=[CH:38][C:33]=2[N:32]=[N:31]1. The catalyst is CN(C=O)C. The product is [N:30]1([CH2:29][N:21]([C:22]2[CH:27]=[CH:26][CH:25]=[CH:24][CH:23]=2)[C:19]([CH:15]2[CH2:16][CH2:17][CH2:18][N:14]2[S:11]([C:6]2[CH:7]=[CH:8][C:9]([CH3:10])=[C:4]([F:3])[CH:5]=2)(=[O:13])=[O:12])=[O:20])[C:34]2[CH:35]=[CH:36][CH:37]=[CH:38][C:33]=2[N:32]=[N:31]1. The yield is 0.320.